Dataset: Ames mutagenicity test results for genotoxicity prediction. Task: Regression/Classification. Given a drug SMILES string, predict its toxicity properties. Task type varies by dataset: regression for continuous values (e.g., LD50, hERG inhibition percentage) or binary classification for toxic/non-toxic outcomes (e.g., AMES mutagenicity, cardiotoxicity, hepatotoxicity). Dataset: ames. (1) The molecule is ClCc1cc2cc3ccccc3c3ccc4cccc1c4c23. The result is 1 (mutagenic). (2) The compound is Oc1ccc2ccccc2n1. The result is 0 (non-mutagenic). (3) The compound is c1cc2cnncc2cn1. The result is 0 (non-mutagenic). (4) The molecule is COc1cc([N+](=O)[O-])ccc1N. The result is 1 (mutagenic).